This data is from Full USPTO retrosynthesis dataset with 1.9M reactions from patents (1976-2016). The task is: Predict the reactants needed to synthesize the given product. (1) Given the product [Cl:8][C:7]1[C:2]([N:26]([CH2:25][C:21]2[CH:20]=[C:19]3[C:24](=[CH:23][CH:22]=2)[N:16]([CH:13]2[CH2:15][CH2:14]2)[N:17]=[CH:18]3)[S:27]([C:30]2[CH:31]=[CH:32][C:33]([C:34]([O:36][CH3:37])=[O:35])=[CH:38][CH:39]=2)(=[O:29])=[O:28])=[N:3][CH:4]=[C:5]([C:9]([F:12])([F:11])[F:10])[CH:6]=1, predict the reactants needed to synthesize it. The reactants are: Cl[C:2]1[C:7]([Cl:8])=[CH:6][C:5]([C:9]([F:12])([F:11])[F:10])=[CH:4][N:3]=1.[CH:13]1([N:16]2[C:24]3[C:19](=[CH:20][C:21]([CH2:25][NH:26][S:27]([C:30]4[CH:39]=[CH:38][C:33]([C:34]([O:36][CH3:37])=[O:35])=[CH:32][CH:31]=4)(=[O:29])=[O:28])=[CH:22][CH:23]=3)[CH:18]=[N:17]2)[CH2:15][CH2:14]1. (2) Given the product [C:11]([CH2:12][CH:14]([C:16]1[CH:17]=[N:18][N:19]2[CH2:24][CH2:23][CH2:22][N:21]([C:25]([O:27][C:28]([CH3:31])([CH3:30])[CH3:29])=[O:26])[C:20]=12)[OH:15])#[N:13], predict the reactants needed to synthesize it. The reactants are: C[Si]([N-][Si](C)(C)C)(C)C.[Li+].[C:11](#[N:13])[CH3:12].[CH:14]([C:16]1[CH:17]=[N:18][N:19]2[CH2:24][CH2:23][CH2:22][N:21]([C:25]([O:27][C:28]([CH3:31])([CH3:30])[CH3:29])=[O:26])[C:20]=12)=[O:15].O. (3) Given the product [C:8]([C:7]([C:11](=[O:13])[CH3:12])([CH2:6][CH2:5][C:4]([O:3][CH2:1][CH3:2])=[O:14])[CH2:17][CH2:16][C:15]([O:19][CH2:20][C:21]([CH3:29])([CH3:22])[CH2:23][O:24][C:25](=[O:28])[CH2:26][CH2:27][C:7]([C:8](=[O:10])[CH3:9])([CH2:6][CH2:5][C:4]([O:3][CH2:1][CH3:2])=[O:14])[C:11](=[O:13])[CH3:12])=[O:18])(=[O:10])[CH3:9], predict the reactants needed to synthesize it. The reactants are: [CH2:1]([O:3][C:4](=[O:14])[CH2:5][CH2:6][CH:7]([C:11](=[O:13])[CH3:12])[C:8](=[O:10])[CH3:9])[CH3:2].[C:15]([O:19][CH2:20][C:21]([CH3:29])([CH2:23][O:24][C:25](=[O:28])[CH:26]=[CH2:27])[CH3:22])(=[O:18])[CH:16]=[CH2:17]. (4) Given the product [F:31][CH:29]([F:30])[O:28][C:27]1[N:26]([CH3:32])[N:25]=[C:24]([C:33]([F:34])([F:35])[F:36])[C:2]=1[CH2:1][S:3][C:6]1[CH2:10][C:9]([CH3:12])([CH3:11])[O:8][N:7]=1, predict the reactants needed to synthesize it. The reactants are: [CH2:1]([S:3]([C:6]1[CH2:10][C:9]([CH3:12])([CH3:11])[O:8][N:7]=1)(=O)=O)[CH3:2].[SH-].[Na+].C(=O)([O-])[O-].[K+].[K+].BrCC1[C:24]([C:33]([F:36])([F:35])[F:34])=[N:25][N:26]([CH3:32])[C:27]=1[O:28][CH:29]([F:31])[F:30]. (5) Given the product [Cl:1][C:2]1[N:10]=[CH:9][C:8]([Cl:11])=[CH:7][C:3]=1[C:4]([NH:26][C:24](=[NH:25])[CH2:23][O:22][CH2:21][CH2:20][C:15]1[CH:16]=[CH:17][CH:18]=[CH:19][C:14]=1[Cl:13])=[O:6], predict the reactants needed to synthesize it. The reactants are: [Cl:1][C:2]1[N:10]=[CH:9][C:8]([Cl:11])=[CH:7][C:3]=1[C:4]([OH:6])=O.Cl.[Cl:13][C:14]1[CH:19]=[CH:18][CH:17]=[CH:16][C:15]=1[CH2:20][CH2:21][O:22][CH2:23][C:24]([NH2:26])=[NH:25].CN(C(ON1N=NC2C=CC=CC1=2)=[N+](C)C)C.[B-](F)(F)(F)F.CCN(C(C)C)C(C)C. (6) Given the product [CH2:1]([S:8]([CH2:9][C:10]1[N:15]=[C:14]([C:16]2[S:17][C:18]3[CH:26]=[CH:25][CH:24]=[CH:23][C:19]=3[C:20](=[O:22])[N:21]=2)[CH:13]=[CH:12][CH:11]=1)=[O:35])[C:2]1[CH:3]=[CH:4][CH:5]=[CH:6][CH:7]=1, predict the reactants needed to synthesize it. The reactants are: [CH2:1]([S:8][CH2:9][C:10]1[N:15]=[C:14]([C:16]2[S:17][C:18]3[CH:26]=[CH:25][CH:24]=[CH:23][C:19]=3[C:20](=[O:22])[N:21]=2)[CH:13]=[CH:12][CH:11]=1)[C:2]1[CH:7]=[CH:6][CH:5]=[CH:4][CH:3]=1.ClC1C=CC=C(C(OO)=[O:35])C=1. (7) Given the product [NH2:1][C:2]1[C:7]([C:8]2[S:17][C:11]3[C:12](=[O:16])[NH:13][CH2:14][CH2:15][C:10]=3[CH:9]=2)=[CH:6][C:5]([Br:25])=[CH:4][N:3]=1, predict the reactants needed to synthesize it. The reactants are: [NH2:1][C:2]1[C:7]([C:8]2[S:17][C:11]3[C:12](=[O:16])[NH:13][CH2:14][CH2:15][C:10]=3[CH:9]=2)=[CH:6][CH:5]=[CH:4][N:3]=1.C1C(=O)N([Br:25])C(=O)C1. (8) Given the product [F:32][C:26]1[C:27]([F:31])=[CH:28][CH:29]=[CH:30][C:25]=1[C@:22]1([CH3:24])[C@H:21]2[C@H:19]([C:20]2([F:34])[F:33])[S:18][C:17]([NH2:7])=[N:23]1, predict the reactants needed to synthesize it. The reactants are: C(OC(=O)[N:7]([C:17]1[S:18][C@@H:19]2[C@H:21]([C@:22]([C:25]3[CH:30]=[CH:29][CH:28]=[C:27]([F:31])[C:26]=3[F:32])([CH3:24])[N:23]=1)[C:20]2([F:34])[F:33])CC1C=CC(OC)=CC=1)(C)(C)C.C(O)(C(F)(F)F)=O.C1(OC)C=CC=CC=1.S(=O)(=O)(O)O.C(=O)(O)[O-].